From a dataset of NCI-60 drug combinations with 297,098 pairs across 59 cell lines. Regression. Given two drug SMILES strings and cell line genomic features, predict the synergy score measuring deviation from expected non-interaction effect. (1) Drug 1: C1=CC=C(C=C1)NC(=O)CCCCCCC(=O)NO. Drug 2: CCC1(C2=C(COC1=O)C(=O)N3CC4=CC5=C(C=CC(=C5CN(C)C)O)N=C4C3=C2)O.Cl. Cell line: U251. Synergy scores: CSS=49.7, Synergy_ZIP=-0.438, Synergy_Bliss=0.255, Synergy_Loewe=2.34, Synergy_HSA=4.61. (2) Drug 1: C1C(C(OC1N2C=NC3=C(N=C(N=C32)Cl)N)CO)O. Drug 2: C1CCC(C(C1)N)N.C(=O)(C(=O)[O-])[O-].[Pt+4]. Cell line: MDA-MB-435. Synergy scores: CSS=34.2, Synergy_ZIP=-6.04, Synergy_Bliss=-2.12, Synergy_Loewe=3.25, Synergy_HSA=4.28. (3) Drug 1: CCCS(=O)(=O)NC1=C(C(=C(C=C1)F)C(=O)C2=CNC3=C2C=C(C=N3)C4=CC=C(C=C4)Cl)F. Drug 2: C1C(C(OC1N2C=NC3=C2NC=NCC3O)CO)O. Cell line: LOX IMVI. Synergy scores: CSS=29.2, Synergy_ZIP=-2.89, Synergy_Bliss=-3.58, Synergy_Loewe=-5.75, Synergy_HSA=0.344. (4) Drug 1: C1=C(C(=O)NC(=O)N1)N(CCCl)CCCl. Drug 2: CC1C(C(=O)NC(C(=O)N2CCCC2C(=O)N(CC(=O)N(C(C(=O)O1)C(C)C)C)C)C(C)C)NC(=O)C3=C4C(=C(C=C3)C)OC5=C(C(=O)C(=C(C5=N4)C(=O)NC6C(OC(=O)C(N(C(=O)CN(C(=O)C7CCCN7C(=O)C(NC6=O)C(C)C)C)C)C(C)C)C)N)C. Cell line: HOP-62. Synergy scores: CSS=10.2, Synergy_ZIP=1.74, Synergy_Bliss=3.77, Synergy_Loewe=2.91, Synergy_HSA=3.27. (5) Drug 1: C1CCN(CC1)CCOC2=CC=C(C=C2)C(=O)C3=C(SC4=C3C=CC(=C4)O)C5=CC=C(C=C5)O. Drug 2: C1=C(C(=O)NC(=O)N1)N(CCCl)CCCl. Cell line: NCIH23. Synergy scores: CSS=31.5, Synergy_ZIP=1.35, Synergy_Bliss=2.69, Synergy_Loewe=-1.41, Synergy_HSA=0.490. (6) Drug 1: C1CC(C1)(C(=O)O)C(=O)O.[NH2-].[NH2-].[Pt+2]. Drug 2: CC1C(C(CC(O1)OC2CC(CC3=C2C(=C4C(=C3O)C(=O)C5=C(C4=O)C(=CC=C5)OC)O)(C(=O)CO)O)N)O.Cl. Cell line: HCT-15. Synergy scores: CSS=12.4, Synergy_ZIP=-3.63, Synergy_Bliss=-4.88, Synergy_Loewe=-4.33, Synergy_HSA=-3.85. (7) Drug 1: CN(C)C1=NC(=NC(=N1)N(C)C)N(C)C. Drug 2: CC(C)NC(=O)C1=CC=C(C=C1)CNNC.Cl. Cell line: SW-620. Synergy scores: CSS=-2.41, Synergy_ZIP=1.01, Synergy_Bliss=2.18, Synergy_Loewe=-3.71, Synergy_HSA=-2.77. (8) Drug 2: CC1C(C(=O)NC(C(=O)N2CCCC2C(=O)N(CC(=O)N(C(C(=O)O1)C(C)C)C)C)C(C)C)NC(=O)C3=C4C(=C(C=C3)C)OC5=C(C(=O)C(=C(C5=N4)C(=O)NC6C(OC(=O)C(N(C(=O)CN(C(=O)C7CCCN7C(=O)C(NC6=O)C(C)C)C)C)C(C)C)C)N)C. Drug 1: CC(CN1CC(=O)NC(=O)C1)N2CC(=O)NC(=O)C2. Synergy scores: CSS=27.0, Synergy_ZIP=0.0349, Synergy_Bliss=6.76, Synergy_Loewe=4.72, Synergy_HSA=5.01. Cell line: SK-MEL-2.